Dataset: Full USPTO retrosynthesis dataset with 1.9M reactions from patents (1976-2016). Task: Predict the reactants needed to synthesize the given product. (1) Given the product [C:1]([O:5][C:6]([N:8]1[C:16]2[C:11](=[CH:12][CH:13]=[C:14]([NH2:17])[CH:15]=2)[CH2:10][CH2:9]1)=[O:7])([CH3:4])([CH3:2])[CH3:3], predict the reactants needed to synthesize it. The reactants are: [C:1]([O:5][C:6]([N:8]1[C:16]2[C:11](=[CH:12][CH:13]=[C:14]([N+:17]([O-])=O)[CH:15]=2)[CH:10]=[CH:9]1)=[O:7])([CH3:4])([CH3:3])[CH3:2].[H][H]. (2) Given the product [CH3:1][C:2]1[N:7]2[CH:8]=[C:9]([CH2:11][CH2:12][C:13]3[N:14]([CH3:23])[CH:15]=[C:16]([C:18]4[S:19][CH:20]=[CH:21][CH:22]=4)[N:17]=3)[N:10]=[C:6]2[N:5]=[C:4]([CH3:24])[CH:3]=1, predict the reactants needed to synthesize it. The reactants are: [CH3:1][C:2]1[N:7]2[CH:8]=[C:9](/[CH:11]=[CH:12]/[C:13]3[N:14]([CH3:23])[CH:15]=[C:16]([C:18]4[S:19][CH:20]=[CH:21][CH:22]=4)[N:17]=3)[N:10]=[C:6]2[N:5]=[C:4]([CH3:24])[CH:3]=1.[H][H]. (3) Given the product [F:22][C:21]([F:24])([F:23])[O:20][C:9]1[CH:10]=[CH:11][CH:12]=[C:13]2[C:8]=1[NH:7][CH:15]=[CH:14]2, predict the reactants needed to synthesize it. The reactants are: [OH-].[K+].C(OC(=O)[NH:7][C:8]1[C:13]([C:14]#[C:15][Si](C)(C)C)=[CH:12][CH:11]=[CH:10][C:9]=1[O:20][C:21]([F:24])([F:23])[F:22])C.